This data is from Forward reaction prediction with 1.9M reactions from USPTO patents (1976-2016). The task is: Predict the product of the given reaction. (1) The product is: [F:1][C:2]1[CH:3]=[C:4]([NH:8][C:9]2[C:17]3[C:12](=[CH:13][CH:14]=[C:15]([NH2:18])[CH:16]=3)[NH:11][N:10]=2)[CH:5]=[CH:6][CH:7]=1. Given the reactants [F:1][C:2]1[CH:3]=[C:4]([NH:8][C:9]2[C:17]3[C:12](=[CH:13][CH:14]=[C:15]([N+:18]([O-])=O)[CH:16]=3)[NH:11][N:10]=2)[CH:5]=[CH:6][CH:7]=1, predict the reaction product. (2) Given the reactants C(O[C:6]([NH:8][CH:9]1[CH:13]([O:14]S(C)(=O)=O)[CH2:12][N:11](C(OC(C)(C)C)=O)[CH2:10]1)=[O:7])(C)(C)C.O=C1NC2CN(C(OC(C)(C)C)=O)CC2O1.C(O)(C)C.FC(F)(F)C(O)=O.C(Cl)Cl, predict the reaction product. The product is: [O:14]1[CH:13]2[CH2:12][NH:11][CH2:10][CH:9]2[NH:8][C:6]1=[O:7]. (3) Given the reactants [CH3:1][C:2]1[CH:8]=[CH:7][CH:6]=[CH:5][C:3]=1[NH2:4].[N:9]([O-])=O.[Na+].C([O-])(=O)C.[Na+].[C:18]([CH2:21][C:22](=[O:24])[CH3:23])(=[O:20])[CH3:19], predict the reaction product. The product is: [CH3:1][C:2]1[CH:8]=[CH:7][CH:6]=[CH:5][C:3]=1[NH:4][N:9]=[C:21]([C:22](=[O:24])[CH3:23])[C:18](=[O:20])[CH3:19].